Dataset: Full USPTO retrosynthesis dataset with 1.9M reactions from patents (1976-2016). Task: Predict the reactants needed to synthesize the given product. (1) Given the product [I:38][C:2]1[CH:3]=[C:4]2[C:9](=[CH:10][CH:11]=1)[N:8]=[C:7]([C:12]([F:15])([F:14])[F:13])[C:6]([C:16]1[CH:21]=[CH:20][CH:19]=[CH:18][CH:17]=1)=[C:5]2[C:22]([F:25])([F:24])[F:23], predict the reactants needed to synthesize it. The reactants are: Br[C:2]1[CH:3]=[C:4]2[C:9](=[CH:10][CH:11]=1)[N:8]=[C:7]([C:12]([F:15])([F:14])[F:13])[C:6]([C:16]1[CH:21]=[CH:20][CH:19]=[CH:18][CH:17]=1)=[C:5]2[C:22]([F:25])([F:24])[F:23].CNCCNC.CC(O)(C)C.[Na+].[I-:38]. (2) Given the product [C:1]([O:5][C:6](=[O:39])[N:7]([CH:9]1[CH2:14][CH2:13][CH:12]([N:15]([C:46]([C:45]2[S:44][C:43]3[C:49]([F:54])=[CH:50][CH:51]=[C:52]([F:53])[C:42]=3[C:41]=2[Cl:40])=[O:47])[CH2:16][C:17]2[CH:18]=[C:19]([C:26]3[CH:31]=[CH:30][C:29]([C:32](=[O:38])[C:33]([F:34])([F:36])[F:35])=[CH:28][CH:27]=3)[CH:20]=[CH:21][C:22]=2[O:23][CH2:24][CH3:25])[CH2:11][CH2:10]1)[CH3:8])([CH3:4])([CH3:2])[CH3:3], predict the reactants needed to synthesize it. The reactants are: [C:1]([O:5][C:6](=[O:39])[N:7]([CH:9]1[CH2:14][CH2:13][CH:12]([NH:15][CH2:16][C:17]2[CH:18]=[C:19]([C:26]3[CH:31]=[CH:30][C:29]([C:32]([OH:38])(O)[C:33]([F:36])([F:35])[F:34])=[CH:28][CH:27]=3)[CH:20]=[CH:21][C:22]=2[O:23][CH2:24][CH3:25])[CH2:11][CH2:10]1)[CH3:8])([CH3:4])([CH3:3])[CH3:2].[Cl:40][C:41]1[C:42]2[C:52]([F:53])=[CH:51][CH:50]=[C:49]([F:54])[C:43]=2[S:44][C:45]=1[C:46](Cl)=[O:47]. (3) Given the product [NH2:4][C:1]1[C:2]([CH3:3])=[C:34]([C:33]([O:40][CH2:41][CH3:42])=[O:39])[NH:44][N:43]=1, predict the reactants needed to synthesize it. The reactants are: [C:1](#[N:4])[CH2:2][CH3:3].[Li+].CC([N-]C(C)C)C.CCCCCCC.C1COCC1.C(C1C=CC=CC=1)C.[C:33]([O:40][CH2:41][CH3:42])(=[O:39])[C:34](OCC)=O.[NH2:43][NH2:44].